Dataset: Forward reaction prediction with 1.9M reactions from USPTO patents (1976-2016). Task: Predict the product of the given reaction. Given the reactants [NH2:1][CH:2]1[CH2:7][CH2:6][N:5]([C:8]2[S:9][C:10]([C:14]([O:16][CH2:17][CH3:18])=[O:15])=[C:11]([CH3:13])[N:12]=2)[CH2:4][CH2:3]1.[Cl:19][C:20]1[N:21]=[C:22]([C:27](O)=[O:28])[NH:23][C:24]=1[CH2:25][CH3:26].CCN=C=NCCCN(C)C.Cl.ON1C2C=CC=CC=2N=N1.CN1CCOCC1, predict the reaction product. The product is: [Cl:19][C:20]1[N:21]=[C:22]([C:27]([NH:1][CH:2]2[CH2:7][CH2:6][N:5]([C:8]3[S:9][C:10]([C:14]([O:16][CH2:17][CH3:18])=[O:15])=[C:11]([CH3:13])[N:12]=3)[CH2:4][CH2:3]2)=[O:28])[NH:23][C:24]=1[CH2:25][CH3:26].